Dataset: Full USPTO retrosynthesis dataset with 1.9M reactions from patents (1976-2016). Task: Predict the reactants needed to synthesize the given product. (1) Given the product [C:1]([C:3]1[CH:4]=[C:5]([C:13]2[N:17]=[C:16]([C:18]3[C:19]([CH2:32][CH3:33])=[C:20]([CH2:24][CH2:25][CH2:26][C:27]([OH:29])=[O:28])[CH:21]=[CH:22][CH:23]=3)[S:15][N:14]=2)[CH:6]=[CH:7][C:8]=1[O:9][CH:10]([CH3:12])[CH3:11])#[N:2], predict the reactants needed to synthesize it. The reactants are: [C:1]([C:3]1[CH:4]=[C:5]([C:13]2[N:17]=[C:16]([C:18]3[C:19]([CH2:32][CH3:33])=[C:20]([CH2:24][CH2:25][CH2:26][C:27]([O:29]CC)=[O:28])[CH:21]=[CH:22][CH:23]=3)[S:15][N:14]=2)[CH:6]=[CH:7][C:8]=1[O:9][CH:10]([CH3:12])[CH3:11])#[N:2].[OH-].[Na+].Cl. (2) Given the product [NH:27]1[C:26]2[CH2:25][CH2:24][NH:23][C:22](=[O:28])[C:21]=2[CH:20]=[CH:19]1, predict the reactants needed to synthesize it. The reactants are: CC1C(NC2CCNCC2)=NC2C(=CC=CC=2[C:19]2[NH:27][C:26]3[CH2:25][CH2:24][NH:23][C:22](=[O:28])[C:21]=3[CH:20]=2)N=1.CCN(C(C)C)C(C)C.CC(OC(C)=O)=O. (3) Given the product [Si:7]([O:6][CH2:5][C:4]1[CH:3]=[C:2]([CH:45]([C:42]2[CH:43]=[N:44][C:39]([N:33]3[CH2:34][CH2:35][O:36][CH2:37][CH2:38]3)=[N:40][CH:41]=2)[OH:46])[CH:16]=[CH:15][CH:14]=1)([C:10]([CH3:13])([CH3:12])[CH3:11])([CH3:9])[CH3:8], predict the reactants needed to synthesize it. The reactants are: Br[C:2]1[CH:3]=[C:4]([CH:14]=[CH:15][CH:16]=1)[CH2:5][O:6][Si:7]([C:10]([CH3:13])([CH3:12])[CH3:11])([CH3:9])[CH3:8].C1COCC1.C([Li])CCC.CCCCCC.[N:33]1([C:39]2[N:44]=[CH:43][C:42]([CH:45]=[O:46])=[CH:41][N:40]=2)[CH2:38][CH2:37][O:36][CH2:35][CH2:34]1. (4) Given the product [CH3:1][O:2][C:3]1[CH:8]=[CH:7][C:6]([CH2:9][CH2:10][CH2:11][C:12]([OH:14])=[O:13])=[CH:5][C:4]=1[CH3:16], predict the reactants needed to synthesize it. The reactants are: [CH3:1][O:2][C:3]1[CH:8]=[CH:7][C:6]([C:9](=O)[CH2:10][CH2:11][C:12]([OH:14])=[O:13])=[CH:5][C:4]=1[CH3:16].COC1C=CC(C(CC=O)C(O)=O)=CC=1C.